Dataset: Reaction yield outcomes from USPTO patents with 853,638 reactions. Task: Predict the reaction yield, written as a fraction of the theoretical maximum amount of product (1.0 means a 100% yield; for example, 0.34 means a 34% yield). (1) The reactants are [C:1]([C:3]1[C:4]([CH3:14])=[N:5][S:6][C:7]=1[NH:8][C:9](=[O:13])[CH2:10][CH2:11][CH3:12])#[N:2].[OH:15]O. The catalyst is [NH4+].[OH-]. The product is [C:9]([NH:8][C:7]1[S:6][N:5]=[C:4]([CH3:14])[C:3]=1[C:1]([NH2:2])=[O:15])(=[O:13])[CH2:10][CH2:11][CH3:12]. The yield is 0.720. (2) The reactants are [NH2:1][C:2]1[CH:11]=[C:10]([O:12][CH3:13])[C:5]([C:6]([O:8][CH3:9])=[O:7])=[C:4]([O:14][CH3:15])[CH:3]=1.[B-](F)(F)(F)[F:17].[B-](F)(F)(F)F.C1[N+]2(CCl)CC[N+](F)(CC2)C1.O. The catalyst is C(#N)C. The product is [NH2:1][C:2]1[CH:3]=[C:4]([O:14][CH3:15])[C:5]([C:6]([O:8][CH3:9])=[O:7])=[C:10]([O:12][CH3:13])[C:11]=1[F:17]. The yield is 0.200. (3) The catalyst is [Pd].CO. The yield is 1.00. The reactants are [N+:1]([C:4]1[CH:20]=[C:19]([C:21]([F:24])([F:23])[F:22])[CH:18]=[CH:17][C:5]=1[O:6][C:7]1[CH:16]=[CH:15][CH:14]=[CH:13][C:8]=1[C:9]([O:11][CH3:12])=[O:10])([O-])=O. The product is [NH2:1][C:4]1[CH:20]=[C:19]([C:21]([F:22])([F:23])[F:24])[CH:18]=[CH:17][C:5]=1[O:6][C:7]1[CH:16]=[CH:15][CH:14]=[CH:13][C:8]=1[C:9]([O:11][CH3:12])=[O:10]. (4) The reactants are FC(F)(F)C(O)=O.[C:8]([N:15]1[CH2:20][CH2:19][CH2:18][CH:17]([CH2:21][N:22]([C:27]2[CH:32]=[CH:31][CH:30]=[CH:29][CH:28]=2)[C:23](=[O:26])[CH2:24][CH3:25])[CH2:16]1)(OC(C)(C)C)=O.[NH:33]1[CH:37]=[CH:36][N:35]=[C:34]1C=O.[BH-](OC(C)=O)(OC(C)=O)OC(C)=O.[Na+]. The catalyst is C(Cl)Cl. The product is [NH:33]1[CH:37]=[CH:36][N:35]=[C:34]1[CH2:8][N:15]1[CH2:20][CH2:19][CH2:18][CH:17]([CH2:21][N:22]([C:27]2[CH:28]=[CH:29][CH:30]=[CH:31][CH:32]=2)[C:23](=[O:26])[CH2:24][CH3:25])[CH2:16]1. The yield is 0.540. (5) The reactants are [CH3:1][O:2][C:3]1[CH:4]=[C:5]2[C:10](=[CH:11][C:12]=1[O:13][CH3:14])[N:9]=[CH:8][CH:7]=[C:6]2[O:15][C:16]1[CH:22]=[CH:21][C:19]([NH2:20])=[C:18]([F:23])[CH:17]=1.ClC(Cl)(O[C:28](=[O:34])OC(Cl)(Cl)Cl)Cl.[C:36]1([NH:42][NH2:43])[CH:41]=[CH:40][CH:39]=[CH:38][CH:37]=1.C(=O)(O)[O-].[Na+]. The catalyst is C(Cl)Cl.C(N(CC)CC)C.C1(C)C=CC=CC=1. The product is [CH3:1][O:2][C:3]1[CH:4]=[C:5]2[C:10](=[CH:11][C:12]=1[O:13][CH3:14])[N:9]=[CH:8][CH:7]=[C:6]2[O:15][C:16]1[CH:22]=[CH:21][C:19]([NH:20][C:28]([NH:43][NH:42][C:36]2[CH:41]=[CH:40][CH:39]=[CH:38][CH:37]=2)=[O:34])=[C:18]([F:23])[CH:17]=1. The yield is 0.660. (6) The reactants are [Cl:1][C:2]1[C:3]([O:12][C:13]2[CH:18]=[C:17]([O:19][CH2:20][CH2:21][O:22][CH3:23])[CH:16]=[CH:15][C:14]=2/[CH:24]=[CH:25]/[C:26](O)=[O:27])=[N:4][CH:5]=[C:6]([C:8]([F:11])([F:10])[F:9])[CH:7]=1.Cl.C(N=C=NCCCN(C)C)C.[CH2:41]([NH:46][S:47]([NH2:50])(=[O:49])=[O:48])[CH2:42][CH2:43][CH2:44][CH3:45].Cl. The catalyst is C(#N)C.CN(C)C1C=CN=CC=1.C(OCC)(=O)C. The product is [Cl:1][C:2]1[C:3]([O:12][C:13]2[CH:18]=[C:17]([O:19][CH2:20][CH2:21][O:22][CH3:23])[CH:16]=[CH:15][C:14]=2/[CH:24]=[CH:25]/[C:26]([NH:50][S:47]([NH:46][CH2:41][CH2:42][CH2:43][CH2:44][CH3:45])(=[O:49])=[O:48])=[O:27])=[N:4][CH:5]=[C:6]([C:8]([F:10])([F:9])[F:11])[CH:7]=1. The yield is 0.0900. (7) The reactants are F[C:2]1[CH:9]=[CH:8][C:5]([CH:6]=[O:7])=[C:4]([C:10]([F:13])([F:12])[F:11])[CH:3]=1.[NH:14]1[CH2:19][CH2:18][O:17][CH2:16][CH2:15]1.C(=O)([O-])[O-].[K+].[K+].CS(C)=O. The catalyst is O. The product is [N:14]1([C:2]2[CH:9]=[CH:8][C:5]([CH:6]=[O:7])=[C:4]([C:10]([F:13])([F:12])[F:11])[CH:3]=2)[CH2:19][CH2:18][O:17][CH2:16][CH2:15]1. The yield is 0.740.